Predict which catalyst facilitates the given reaction. From a dataset of Catalyst prediction with 721,799 reactions and 888 catalyst types from USPTO. (1) Reactant: [Cl:1][C:2]1[C:3]([O:14][CH3:15])=[N:4][CH:5]=[C:6]([CH:13]=1)[C:7](N(OC)C)=[O:8].[Li]CCCC.Br[C:22]1[CH:27]=[CH:26][C:25]([F:28])=[CH:24][CH:23]=1. Product: [Cl:1][C:2]1[CH:13]=[C:6]([C:7]([C:22]2[CH:27]=[CH:26][C:25]([F:28])=[CH:24][CH:23]=2)=[O:8])[CH:5]=[N:4][C:3]=1[O:14][CH3:15]. The catalyst class is: 1. (2) Reactant: Br[C:2]1[CH:3]=[C:4]2[C:9]([NH:10][C@H:11]3[C@@H:15]([CH2:16][F:17])[CH2:14][N:13]([S:18]([CH3:21])(=[O:20])=[O:19])[CH2:12]3)=[C:8]([C:22]([NH2:24])=[O:23])[CH:7]=[N:6][N:5]2[CH:25]=1.[CH2:26]([N:28]1[CH:32]=[C:31](B2OC(C)(C)C(C)(C)O2)[CH:30]=[N:29]1)[CH3:27].C1(P(C2CCCCC2)C2C=CC=CC=2C2C(C(C)C)=CC(C(C)C)=CC=2C(C)C)CCCCC1.P([O-])([O-])([O-])=O.[K+].[K+].[K+]. Product: [CH2:26]([N:28]1[CH:32]=[C:31]([C:2]2[CH:3]=[C:4]3[C:9]([NH:10][C@H:11]4[C@@H:15]([CH2:16][F:17])[CH2:14][N:13]([S:18]([CH3:21])(=[O:20])=[O:19])[CH2:12]4)=[C:8]([C:22]([NH2:24])=[O:23])[CH:7]=[N:6][N:5]3[CH:25]=2)[CH:30]=[N:29]1)[CH3:27]. The catalyst class is: 416. (3) Reactant: C(OC(=O)[NH:10][C@H:11]1[CH2:16][CH2:15][C@@H:14]([NH:17][C:18]2[CH:27]=[C:26]([CH3:28])[C:25]3[C:20](=[CH:21][CH:22]=[CH:23][CH:24]=3)[N:19]=2)[CH2:13][CH2:12]1)C1C=CC=CC=1. The catalyst class is: 50. Product: [CH3:28][C:26]1[C:25]2[C:20](=[CH:21][CH:22]=[CH:23][CH:24]=2)[N:19]=[C:18]([NH:17][C@H:14]2[CH2:15][CH2:16][C@@H:11]([NH2:10])[CH2:12][CH2:13]2)[CH:27]=1. (4) Reactant: Cl[C:2]1[C:3]2[N:4]([CH:10]=[CH:11][CH:12]=2)[N:5]=[CH:6][C:7]=1[C:8]#[N:9].[CH2:13]([N:20]1[CH2:25][CH2:24][C@@H:23]([CH3:26])[C@@H:22]([NH:27][CH3:28])[CH2:21]1)[C:14]1[CH:19]=[CH:18][CH:17]=[CH:16][CH:15]=1.CCN(C(C)C)C(C)C. Product: [CH2:13]([N:20]1[CH2:25][CH2:24][C@@H:23]([CH3:26])[C@@H:22]([N:27]([CH3:28])[C:2]2[C:3]3[N:4]([CH:10]=[CH:11][CH:12]=3)[N:5]=[CH:6][C:7]=2[C:8]#[N:9])[CH2:21]1)[C:14]1[CH:15]=[CH:16][CH:17]=[CH:18][CH:19]=1. The catalyst class is: 31.